From a dataset of TCR-epitope binding with 47,182 pairs between 192 epitopes and 23,139 TCRs. Binary Classification. Given a T-cell receptor sequence (or CDR3 region) and an epitope sequence, predict whether binding occurs between them. The epitope is YIFFASFYY. The TCR CDR3 sequence is CASSGAEGEGYSYEQYF. Result: 1 (the TCR binds to the epitope).